Dataset: Forward reaction prediction with 1.9M reactions from USPTO patents (1976-2016). Task: Predict the product of the given reaction. (1) Given the reactants [Cl:1][C:2]1[CH:3]=[C:4](/[C:9](/[C:18]([F:21])([F:20])[F:19])=[CH:10]\[C:11]([C:13]2[O:14][CH:15]=[CH:16][CH:17]=2)=[O:12])[CH:5]=[C:6]([Cl:8])[CH:7]=1.[Cl-].C1C2C(=CC3C(C=2[CH2:37][N+:38]24CCC(C(C=C)C2)CC4[C@@H](C2C4C(=CC=C(OC)C=4)N=CC=2)O)=CC=CC=3)C=CC=1.CC(C)(O)C#N.C(=O)([O-])[O-].[K+].[K+].[NH4+].[Cl-], predict the reaction product. The product is: [Cl:8][C:6]1[CH:5]=[C:4]([C:9]([C:18]([F:21])([F:20])[F:19])([CH2:10][C:11]([C:13]2[O:14][CH:15]=[CH:16][CH:17]=2)=[O:12])[C:37]#[N:38])[CH:3]=[C:2]([Cl:1])[CH:7]=1. (2) Given the reactants ClC(Cl)(Cl)[C:3]([C:5]1[N:14]2[C:8]([CH2:9][N:10]([C:19](=[O:30])[CH2:20][O:21][C:22]3[CH:27]=[CH:26][C:25]([Cl:28])=[CH:24][C:23]=3[CH3:29])[C:11]3[CH:18]=[CH:17][CH:16]=[CH:15][C:12]=3[CH2:13]2)=[CH:7][CH:6]=1)=[O:4].Cl.[OH:34][C:35]1[CH:42]=[CH:41][C:38]([CH2:39][NH2:40])=[CH:37][C:36]=1[O:43][CH3:44].C(N(CC)CC)C, predict the reaction product. The product is: [Cl:28][C:25]1[CH:26]=[CH:27][C:22]([O:21][CH2:20][C:19]([N:10]2[C:11]3[CH:18]=[CH:17][CH:16]=[CH:15][C:12]=3[CH2:13][N:14]3[C:5]([C:3]([NH:40][CH2:39][C:38]4[CH:41]=[CH:42][C:35]([OH:34])=[C:36]([O:43][CH3:44])[CH:37]=4)=[O:4])=[CH:6][CH:7]=[C:8]3[CH2:9]2)=[O:30])=[C:23]([CH3:29])[CH:24]=1. (3) The product is: [CH3:26][O:25][C:23](=[O:24])[CH2:22][N:16]1[C:17]2[C:13](=[CH:12][C:11]([N:6]3[CH:7]=[CH:8][C:9]4[O:10][C:2]([Br:1])=[CH:3][C:4]=4[C:5]3=[O:20])=[CH:19][CH:18]=2)[CH:14]=[N:15]1. Given the reactants [Br:1][C:2]1[O:10][C:9]2[CH:8]=[CH:7][N:6]([C:11]3[CH:12]=[C:13]4[C:17](=[CH:18][CH:19]=3)[NH:16][N:15]=[CH:14]4)[C:5](=[O:20])[C:4]=2[CH:3]=1.Br[CH2:22][C:23]([O:25][CH3:26])=[O:24].C([O-])([O-])=O.[Cs+].[Cs+], predict the reaction product. (4) Given the reactants Cl.NC1C=C(OC2C=CC(NC3N=CC=CC=3[C:19]([NH:21]C3C=CC(F)=CC=3F)=[O:20])=CC=2F)C=CN=1.Cl.N1[C:40]2=[N:41][CH:42]=[CH:43][C:44]([O:45][C:46]3[CH:51]=[CH:50][C:49]([NH:52][C:53]4[C:58]([C:59]([NH:61][C:62]5[CH:67]=[CH:66][C:65]([F:68])=[CH:64][C:63]=5[F:69])=[O:60])=[CH:57][N:56]=[CH:55][CH:54]=4)=[CH:48][C:47]=3[F:70])=[C:39]2C=C1, predict the reaction product. The product is: [F:69][C:63]1[CH:64]=[C:65]([F:68])[CH:66]=[CH:67][C:62]=1[NH:61][C:59]([C:58]1[CH:57]=[N:56][CH:55]=[CH:54][C:53]=1[NH:52][C:49]1[CH:50]=[CH:51][C:46]([O:45][C:44]2[CH:43]=[CH:42][N:41]=[C:40]([C:19]([NH2:21])=[O:20])[CH:39]=2)=[C:47]([F:70])[CH:48]=1)=[O:60]. (5) The product is: [CH2:10]([O:17][C:18]1[C:23]([CH:24]=[O:25])=[CH:22][CH:21]=[CH:20][C:19]=1[C:2]1[N:7]=[C:6]([C:8]#[N:9])[CH:5]=[CH:4][CH:3]=1)[C:11]1[CH:12]=[CH:13][CH:14]=[CH:15][CH:16]=1. Given the reactants Cl[C:2]1[N:7]=[C:6]([C:8]#[N:9])[CH:5]=[CH:4][CH:3]=1.[CH2:10]([O:17][C:18]1[C:23]([CH:24]=[O:25])=[CH:22][CH:21]=[CH:20][C:19]=1B(O)O)[C:11]1[CH:16]=[CH:15][CH:14]=[CH:13][CH:12]=1, predict the reaction product.